Dataset: Full USPTO retrosynthesis dataset with 1.9M reactions from patents (1976-2016). Task: Predict the reactants needed to synthesize the given product. (1) Given the product [S:1]1[CH:5]=[CH:4][CH:3]=[C:2]1[CH2:6][NH:16][CH2:17][CH2:18][C:19]([O:21][CH2:22][CH3:23])=[O:20], predict the reactants needed to synthesize it. The reactants are: [S:1]1[CH:5]=[CH:4][CH:3]=[C:2]1[CH:6]=O.C(N(CC)CC)C.Cl.[NH2:16][CH2:17][CH2:18][C:19]([O:21][CH2:22][CH3:23])=[O:20].[BH4-].[Na+]. (2) Given the product [CH3:42][O:43][C:44]([CH:46]1[CH2:51][CH2:50][CH:49]([CH2:21][N:18]2[CH:19]=[CH:20][C:16]([NH:15][C:13](=[O:14])[C@@H:12]([C:4]3[CH:5]=[CH:6][C:7]([S:8]([CH3:11])(=[O:10])=[O:9])=[C:2]([Cl:1])[CH:3]=3)[CH2:22][CH:23]3[CH2:24][CH2:25][CH2:26][CH2:27]3)=[N:17]2)[CH2:48][CH2:47]1)=[O:45], predict the reactants needed to synthesize it. The reactants are: [Cl:1][C:2]1[CH:3]=[C:4]([C@@H:12]([CH2:22][CH:23]2[CH2:27][CH2:26][CH2:25][CH2:24]2)[C:13]([NH:15][C:16]2[CH:20]=[CH:19][N:18]([CH3:21])[N:17]=2)=[O:14])[CH:5]=[CH:6][C:7]=1[S:8]([CH3:11])(=[O:10])=[O:9].C(Cl)(=O)C(Cl)=O.N1C(C)=CC=CC=1C.[CH3:42][O:43][C:44]([CH:46]1[CH2:51][CH2:50][CH:49](CN2C=CC(N)=N2)[CH2:48][CH2:47]1)=[O:45].